From a dataset of Full USPTO retrosynthesis dataset with 1.9M reactions from patents (1976-2016). Predict the reactants needed to synthesize the given product. Given the product [Cl:1][C:2]1[CH:7]=[CH:6][CH:5]=[C:4]([I:19])[C:3]=1[C:9]([F:12])([F:11])[F:10], predict the reactants needed to synthesize it. The reactants are: [Cl:1][C:2]1[C:3]([C:9]([F:12])([F:11])[F:10])=[C:4](N)[CH:5]=[CH:6][CH:7]=1.Cl.N([O-])=O.[Na+].[Na+].[I-:19].OS([O-])=O.[Na+].II.